Task: Binary Classification. Given a miRNA mature sequence and a target amino acid sequence, predict their likelihood of interaction.. Dataset: Experimentally validated miRNA-target interactions with 360,000+ pairs, plus equal number of negative samples The miRNA is rno-miR-206-3p with sequence UGGAAUGUAAGGAAGUGUGUGG. The protein sequence of the target gene is MNGVVIPQTPIAVDFWSLRRAGSARLFFLTHMHCDHTVGLSSTWARPLYCSPITACLLHRRLQVSKHWIRALEVGESHVLPLDEIGQETMTVTLIDANHCPGSVMFLFEGYFGTILYTGDFRYTPSMLKEPALILGKQIHTLYLDNTNCNPALVLPSRQEATQQIVQLIRQFPQHNIKIGLYSLGKESLLEQLALEFRTWVVLSPQRLELVQLLGLADVFTVEEEAGRIHAVDHTEICHSAMLQWNQSHPTIAIFPTSRKVRSPHPSIYTVPYSDHSSYSELRAFVAALRPCQVVPIVHQ.... Result: 0 (no interaction).